From a dataset of Full USPTO retrosynthesis dataset with 1.9M reactions from patents (1976-2016). Predict the reactants needed to synthesize the given product. (1) Given the product [CH3:25][C:19]([CH3:26])([CH2:18][CH2:17][CH2:16][CH2:15][CH:14]([OH:27])[CH2:13][CH2:12][CH2:11][CH2:10][C:9]([CH3:29])([CH3:28])[CH2:8][OH:7])[CH2:20][OH:21], predict the reactants needed to synthesize it. The reactants are: [BH4-].[Li+].CO.C([O:7][C:8](=O)[C:9]([CH3:29])([CH3:28])[CH2:10][CH2:11][CH2:12][CH2:13][C:14](=[O:27])[CH2:15][CH2:16][CH2:17][CH2:18][C:19]([CH3:26])([CH3:25])[C:20](OCC)=[O:21])C.[Cl-].[NH4+]. (2) Given the product [N:3]1([CH:9]([CH3:15])[C:10]([O:12][CH2:13][CH3:14])=[O:11])[CH:7]=[CH:6][N:5]=[CH:4]1, predict the reactants needed to synthesize it. The reactants are: [H-].[Na+].[NH:3]1[CH:7]=[CH:6][N:5]=[CH:4]1.Br[CH:9]([CH3:15])[C:10]([O:12][CH2:13][CH3:14])=[O:11].